From a dataset of Peptide-MHC class I binding affinity with 185,985 pairs from IEDB/IMGT. Regression. Given a peptide amino acid sequence and an MHC pseudo amino acid sequence, predict their binding affinity value. This is MHC class I binding data. (1) The peptide sequence is IRFPKTFGY. The MHC is HLA-B08:01 with pseudo-sequence HLA-B08:01. The binding affinity (normalized) is 0. (2) The MHC is HLA-B07:02 with pseudo-sequence HLA-B07:02. The binding affinity (normalized) is 0.532. The peptide sequence is LPFDKTTVM. (3) The peptide sequence is GEGPGINPI. The MHC is HLA-B58:01 with pseudo-sequence HLA-B58:01. The binding affinity (normalized) is 0.213.